From a dataset of CYP1A2 inhibition data for predicting drug metabolism from PubChem BioAssay. Regression/Classification. Given a drug SMILES string, predict its absorption, distribution, metabolism, or excretion properties. Task type varies by dataset: regression for continuous measurements (e.g., permeability, clearance, half-life) or binary classification for categorical outcomes (e.g., BBB penetration, CYP inhibition). Dataset: cyp1a2_veith. (1) The molecule is Cc1nc2cnc(Oc3cccc(Cl)c3)nc2n(CCC#N)c1=O. The result is 1 (inhibitor). (2) The drug is Clc1ccc(-c2noc(CN3CCCCC3)n2)cc1. The result is 1 (inhibitor). (3) The compound is COCC(=O)N1CCC2(CC1)CCN(c1ccncc1)CC2. The result is 0 (non-inhibitor). (4) The compound is Cn1c(=O)c2c(n(Cc3ccccc3)c1=O)NC(=O)C2CC(=O)NCc1cccc(Cl)c1. The result is 0 (non-inhibitor). (5) The molecule is Cc1nc(Sc2ccccc2)c(C#N)cc1-c1ccccc1. The result is 1 (inhibitor). (6) The molecule is CNc1csc(C)c(C)c1=O. The result is 1 (inhibitor).